From a dataset of Forward reaction prediction with 1.9M reactions from USPTO patents (1976-2016). Predict the product of the given reaction. Given the reactants [CH3:1][C:2]1[CH:3]=[CH:4][C:5]([C:9]([C:11]2[C:20](=[O:21])[C:19]3[C:14](=[CH:15][CH:16]=[CH:17][CH:18]=3)[NH:13][CH:12]=2)=[O:10])=[N:6][C:7]=1[CH3:8].[H-].[Na+].Br[CH2:25][C:26]1[N:31]=[C:30]([NH:32]C(=O)C(F)(F)F)[CH:29]=[CH:28][CH:27]=1.FC(F)(F)C(N)=O, predict the reaction product. The product is: [NH2:32][C:30]1[N:31]=[C:26]([CH2:25][N:13]2[C:14]3[C:19](=[CH:18][CH:17]=[CH:16][CH:15]=3)[C:20](=[O:21])[C:11]([C:9]([C:5]3[CH:4]=[CH:3][C:2]([CH3:1])=[C:7]([CH3:8])[N:6]=3)=[O:10])=[CH:12]2)[CH:27]=[CH:28][CH:29]=1.